Task: Predict the reaction yield, written as a fraction of the theoretical maximum amount of product (1.0 means a 100% yield; for example, 0.34 means a 34% yield).. Dataset: Reaction yield outcomes from USPTO patents with 853,638 reactions (1) The reactants are [C:1]([O:7][CH2:8][N:9]1[C:13]2[N:14]=[N:15][CH:16]=[C:17]([C:18]3[CH:19]=[N:20][NH:21][CH:22]=3)[C:12]=2[CH:11]=[CH:10]1)(=[O:6])[C:2]([CH3:5])([CH3:4])[CH3:3].[OH:23][C:24]1[CH:25]=[C:26](/[CH:30]=[CH:31]/[CH:32]=[O:33])[CH:27]=[CH:28][CH:29]=1.[N+](C1C=CC(C(O)=O)=CC=1)([O-])=O. The product is [C:1]([O:7][CH2:8][N:9]1[C:13]2[N:14]=[N:15][CH:16]=[C:17]([C:18]3[CH:19]=[N:20][N:21]([C@@H:30]([C:26]4[CH:27]=[CH:28][CH:29]=[C:24]([OH:23])[CH:25]=4)[CH2:31][CH:32]=[O:33])[CH:22]=3)[C:12]=2[CH:11]=[CH:10]1)(=[O:6])[C:2]([CH3:5])([CH3:4])[CH3:3]. The yield is 0.630. The catalyst is C(Cl)(Cl)Cl. (2) The reactants are [CH3:16][C:11]1([CH3:17])[C:12]([CH3:15])([CH3:14])[O:13][B:9]([B:9]2[O:13][C:12]([CH3:15])([CH3:14])[C:11]([CH3:17])([CH3:16])[O:10]2)[O:10]1.Br[C:20]1[CH:21]=[C:22]([Cl:27])[C:23]([CH3:26])=[N:24][CH:25]=1.C([O-])(=O)C.[K+]. The catalyst is O1CCOCC1.C1C=CC(P(C2C=CC=CC=2)[C-]2C=CC=C2)=CC=1.C1C=CC(P(C2C=CC=CC=2)[C-]2C=CC=C2)=CC=1.Cl[Pd]Cl.[Fe+2].C(Cl)Cl. The product is [Cl:27][C:22]1[C:23]([CH3:26])=[N:24][CH:25]=[C:20]([B:9]2[O:10][C:11]([CH3:16])([CH3:17])[C:12]([CH3:14])([CH3:15])[O:13]2)[CH:21]=1. The yield is 1.00.